From a dataset of CYP1A2 inhibition data for predicting drug metabolism from PubChem BioAssay. Regression/Classification. Given a drug SMILES string, predict its absorption, distribution, metabolism, or excretion properties. Task type varies by dataset: regression for continuous measurements (e.g., permeability, clearance, half-life) or binary classification for categorical outcomes (e.g., BBB penetration, CYP inhibition). Dataset: cyp1a2_veith. (1) The compound is Cc1ccc(C(=O)NNC(=O)c2cc3cc4ccccc4nc3s2)cc1. The result is 0 (non-inhibitor). (2) The drug is COc1ccc(-c2nc(-c3ccccc3)c(-c3cc([N+](=O)[O-])ccc3C)[nH]2)cc1O. The result is 1 (inhibitor). (3) The molecule is Cc1cccc(Cn2cnc3c(NS(C)(=O)=O)c(C)c(C)cc32)c1. The result is 1 (inhibitor). (4) The compound is O=C1CCCc2ccccc2N1Cc1cccc(Cl)c1. The result is 1 (inhibitor). (5) The molecule is COc1ccc(C(=O)N2CCC3(CCN(Cc4ccccc4)CC3)CC2)cc1. The result is 0 (non-inhibitor). (6) The molecule is COc1ccc(C(=O)N2CCC3(CCCN(Cc4ccccc4OC)C3)CC2)cc1. The result is 0 (non-inhibitor). (7) The compound is N#CCCSC(=S)[C@H]1CCCC1=N. The result is 1 (inhibitor). (8) The compound is O=c1ccc(/C=C/c2ccccc2)n[nH]1. The result is 1 (inhibitor). (9) The compound is O=C(O)CCn1nnc(-c2cccs2)n1. The result is 0 (non-inhibitor). (10) The compound is Cc1c(-c2ccc(O)cc2)nn(-c2ccc(O)cc2)c1-c1ccc(OCCN2CCCCC2)cc1. The result is 1 (inhibitor).